Dataset: Peptide-MHC class I binding affinity with 185,985 pairs from IEDB/IMGT. Task: Regression. Given a peptide amino acid sequence and an MHC pseudo amino acid sequence, predict their binding affinity value. This is MHC class I binding data. (1) The peptide sequence is EYAPFARLL. The MHC is HLA-B15:17 with pseudo-sequence HLA-B15:17. The binding affinity (normalized) is 0.0847. (2) The peptide sequence is KAISPPKSLI. The MHC is H-2-Kb with pseudo-sequence H-2-Kb. The binding affinity (normalized) is 0.371. (3) The MHC is HLA-A02:03 with pseudo-sequence HLA-A02:03. The peptide sequence is FMTATPPGAT. The binding affinity (normalized) is 0.687. (4) The binding affinity (normalized) is 0.155. The MHC is HLA-A30:02 with pseudo-sequence HLA-A30:02. The peptide sequence is TDSPETHHY. (5) The peptide sequence is RGYVFQGL. The MHC is HLA-B54:01 with pseudo-sequence HLA-B54:01. The binding affinity (normalized) is 0. (6) The peptide sequence is GILGTIIFA. The MHC is HLA-A02:01 with pseudo-sequence HLA-A02:01. The binding affinity (normalized) is 0.518. (7) The peptide sequence is KLVGIELPK. The MHC is HLA-A01:01 with pseudo-sequence HLA-A01:01. The binding affinity (normalized) is 0.0847. (8) The peptide sequence is EVVDMLSTY. The MHC is HLA-A26:01 with pseudo-sequence HLA-A26:01. The binding affinity (normalized) is 0.941. (9) The peptide sequence is RMMETWHPL. The MHC is HLA-B08:01 with pseudo-sequence HLA-B08:01. The binding affinity (normalized) is 0.413.